This data is from NCI-60 drug combinations with 297,098 pairs across 59 cell lines. The task is: Regression. Given two drug SMILES strings and cell line genomic features, predict the synergy score measuring deviation from expected non-interaction effect. (1) Drug 1: CC12CCC3C(C1CCC2=O)CC(=C)C4=CC(=O)C=CC34C. Drug 2: C1=CN(C=N1)CC(O)(P(=O)(O)O)P(=O)(O)O. Cell line: SNB-19. Synergy scores: CSS=2.19, Synergy_ZIP=-12.5, Synergy_Bliss=-23.7, Synergy_Loewe=-25.2, Synergy_HSA=-24.3. (2) Drug 1: C1=CC(=CC=C1C#N)C(C2=CC=C(C=C2)C#N)N3C=NC=N3. Drug 2: CC1=C(C(CCC1)(C)C)C=CC(=CC=CC(=CC(=O)O)C)C. Cell line: NCI/ADR-RES. Synergy scores: CSS=1.62, Synergy_ZIP=-2.31, Synergy_Bliss=-4.83, Synergy_Loewe=-7.80, Synergy_HSA=-4.83. (3) Drug 1: C1C(C(OC1N2C=NC3=C2NC=NCC3O)CO)O. Drug 2: CCC1(C2=C(COC1=O)C(=O)N3CC4=CC5=C(C=CC(=C5CN(C)C)O)N=C4C3=C2)O.Cl. Cell line: SF-268. Synergy scores: CSS=37.2, Synergy_ZIP=-0.0510, Synergy_Bliss=-1.65, Synergy_Loewe=-31.8, Synergy_HSA=-2.50. (4) Drug 1: CC1OCC2C(O1)C(C(C(O2)OC3C4COC(=O)C4C(C5=CC6=C(C=C35)OCO6)C7=CC(=C(C(=C7)OC)O)OC)O)O. Drug 2: C1CC(=O)NC(=O)C1N2C(=O)C3=CC=CC=C3C2=O. Cell line: UACC62. Synergy scores: CSS=39.7, Synergy_ZIP=9.15, Synergy_Bliss=10.8, Synergy_Loewe=-7.82, Synergy_HSA=11.1. (5) Drug 1: CCCS(=O)(=O)NC1=C(C(=C(C=C1)F)C(=O)C2=CNC3=C2C=C(C=N3)C4=CC=C(C=C4)Cl)F. Cell line: NCI-H322M. Drug 2: COC1=C(C=C2C(=C1)N=CN=C2NC3=CC(=C(C=C3)F)Cl)OCCCN4CCOCC4. Synergy scores: CSS=47.5, Synergy_ZIP=5.71, Synergy_Bliss=7.68, Synergy_Loewe=-6.57, Synergy_HSA=4.52. (6) Drug 1: COC1=CC(=CC(=C1O)OC)C2C3C(COC3=O)C(C4=CC5=C(C=C24)OCO5)OC6C(C(C7C(O6)COC(O7)C8=CC=CS8)O)O. Drug 2: CC1CCCC2(C(O2)CC(NC(=O)CC(C(C(=O)C(C1O)C)(C)C)O)C(=CC3=CSC(=N3)C)C)C. Cell line: K-562. Synergy scores: CSS=40.5, Synergy_ZIP=-0.903, Synergy_Bliss=-0.665, Synergy_Loewe=0.0648, Synergy_HSA=0.105.